This data is from Full USPTO retrosynthesis dataset with 1.9M reactions from patents (1976-2016). The task is: Predict the reactants needed to synthesize the given product. (1) Given the product [CH2:18]=[C:17]([C:2]1[CH:14]=[C:13]([C:39]([CH3:40])=[CH2:38])[C:5]2[O:6][C:7]3[CH:12]=[CH:11][CH:10]=[CH:9][C:8]=3[C:4]=2[C:3]=1[NH2:16])[CH3:19], predict the reactants needed to synthesize it. The reactants are: Br[C:2]1[CH:14]=[C:13](Br)[C:5]2[O:6][C:7]3[CH:12]=[CH:11][CH:10]=[CH:9][C:8]=3[C:4]=2[C:3]=1[NH2:16].[C:17](B1OC(C)(C)C(C)(C)O1)([CH3:19])=[CH2:18].O.P([O-])([O-])([O-])=O.[K+].[K+].[K+].[CH:38](=O)[C:39]1C=CC=C[CH:40]=1. (2) Given the product [CH2:1]([C:3]1[CH:4]=[C:5]([C:19]2[CH:20]=[C:21]3[C:16](=[CH:17][CH:18]=2)[C:15](=[O:14])[CH2:24][CH2:23][CH2:22]3)[CH:6]=[CH:7][C:8]=1[O:9][CH3:10])[CH3:2], predict the reactants needed to synthesize it. The reactants are: [CH2:1]([C:3]1[CH:4]=[C:5](B(O)O)[CH:6]=[CH:7][C:8]=1[O:9][CH3:10])[CH3:2].[O:14]=[C:15]1[CH2:24][CH2:23][CH2:22][C:21]2[CH:20]=[C:19](OS(C(F)(F)F)(=O)=O)[CH:18]=[CH:17][C:16]1=2.C([O-])([O-])=O.[K+].[K+].CCCCCC. (3) Given the product [Br:1][C:2]1[CH:3]=[CH:4][C:5]([O:11][CH3:12])=[C:6]([CH:10]=1)[C:7]([NH:24][C:23]1[CH:25]=[CH:26][C:20]([Cl:19])=[CH:21][CH:22]=1)=[O:9], predict the reactants needed to synthesize it. The reactants are: [Br:1][C:2]1[CH:3]=[CH:4][C:5]([O:11][CH3:12])=[C:6]([CH:10]=1)[C:7]([OH:9])=O.C(Cl)(=O)C(Cl)=O.[Cl:19][C:20]1[CH:26]=[CH:25][C:23]([NH2:24])=[CH:22][CH:21]=1.C(N(CC)C(C)C)(C)C. (4) Given the product [Br:22][C:20]1[CH:21]=[C:16]([NH:13][C:11]2[CH:12]=[C:6]3[CH2:5][N:4]([CH2:3][CH:2]([F:1])[F:14])[CH2:9][CH2:8][N:7]3[N:10]=2)[C:17](=[O:24])[N:18]([CH3:23])[CH:19]=1, predict the reactants needed to synthesize it. The reactants are: [F:1][CH:2]([F:14])[CH2:3][N:4]1[CH2:9][CH2:8][N:7]2[N:10]=[C:11]([NH2:13])[CH:12]=[C:6]2[CH2:5]1.Br[C:16]1[C:17](=[O:24])[N:18]([CH3:23])[CH:19]=[C:20]([Br:22])[CH:21]=1.C(=O)([O-])[O-].[Cs+].[Cs+].CC1(C)C2C(=C(P(C3C=CC=CC=3)C3C=CC=CC=3)C=CC=2)OC2C(P(C3C=CC=CC=3)C3C=CC=CC=3)=CC=CC1=2. (5) Given the product [CH:14]([O:13][C:5]1[CH:4]=[CH:3][C:2]([NH:1][C:36]([NH:35][C:31]2[CH:32]=[CH:33][CH:34]=[C:29]([O:28][CH3:27])[CH:30]=2)=[O:37])=[CH:7][C:6]=1[CH2:8][CH:9]([CH3:11])[CH3:10])([C:15]1[CH:20]=[CH:19][CH:18]=[CH:17][CH:16]=1)[C:21]1[CH:22]=[CH:23][CH:24]=[CH:25][CH:26]=1, predict the reactants needed to synthesize it. The reactants are: [NH2:1][C:2]1[CH:3]=[CH:4][C:5]([O:13][CH:14]([C:21]2[CH:26]=[CH:25][CH:24]=[CH:23][CH:22]=2)[C:15]2[CH:20]=[CH:19][CH:18]=[CH:17][CH:16]=2)=[C:6]([C:8](=O)[CH:9]([CH3:11])[CH3:10])[CH:7]=1.[CH3:27][O:28][C:29]1[CH:30]=[C:31]([N:35]=[C:36]=[O:37])[CH:32]=[CH:33][CH:34]=1. (6) Given the product [CH2:10]([N:8]1[CH:4]([CH3:3])[CH2:5][CH2:6][C:7]1=[O:9])[C:11]1[CH:16]=[CH:15][CH:14]=[CH:13][CH:12]=1, predict the reactants needed to synthesize it. The reactants are: [H-].[Na+].[CH3:3][CH:4]1[NH:8][C:7](=[O:9])[CH2:6][CH2:5]1.[CH2:10](Br)[C:11]1[CH:16]=[CH:15][CH:14]=[CH:13][CH:12]=1.[Cl-].[NH4+]. (7) The reactants are: [F:1][C:2]1[CH:7]=[CH:6][C:5]([N:8]2[C:12]3[C:13]4[CH:14]=[CH:15][N:16]=[CH:17][C:18]=4[CH2:19][CH2:20][C:11]=3[CH:10]=[N:9]2)=[CH:4][CH:3]=1.[Br:21]N1C(=O)CCC1=O. Given the product [Br:21][C:19]1[CH:20]=[C:11]2[CH:10]=[N:9][N:8]([C:5]3[CH:4]=[CH:3][C:2]([F:1])=[CH:7][CH:6]=3)[C:12]2=[C:13]2[C:18]=1[CH:17]=[N:16][CH:15]=[CH:14]2, predict the reactants needed to synthesize it. (8) Given the product [Br:17][C:18]1[C:23]2[N:24]([C:2]3[C:3](=[O:16])[N:4]([CH:9]([CH:12]4[CH2:15][CH2:14][CH2:13]4)[CH2:10][CH3:11])[CH:5]=[C:6]([Cl:8])[N:7]=3)[CH2:25][CH2:26][O:27][C:22]=2[CH:21]=[C:20]([O:28][CH3:29])[CH:19]=1, predict the reactants needed to synthesize it. The reactants are: Cl[C:2]1[C:3](=[O:16])[N:4]([CH:9]([CH:12]2[CH2:15][CH2:14][CH2:13]2)[CH2:10][CH3:11])[CH:5]=[C:6]([Cl:8])[N:7]=1.[Br:17][C:18]1[C:23]2[NH:24][CH2:25][CH2:26][O:27][C:22]=2[CH:21]=[C:20]([O:28][CH3:29])[CH:19]=1.